Dataset: Reaction yield outcomes from USPTO patents with 853,638 reactions. Task: Predict the reaction yield, written as a fraction of the theoretical maximum amount of product (1.0 means a 100% yield; for example, 0.34 means a 34% yield). (1) The reactants are Br[C:2]1[CH:3]=[N:4][CH:5]=[C:6]([Br:8])[CH:7]=1.CC1(C)C(C)(C)OB([C:17]2[CH:22]=[CH:21][N:20]=[C:19]([NH:23][C:24](=[O:26])[CH3:25])[CH:18]=2)O1.C([O-])([O-])=O.[Cs+].[Cs+]. The catalyst is O1CCOCC1.O.C(Cl)Cl.C1C=CC([P]([Pd]([P](C2C=CC=CC=2)(C2C=CC=CC=2)C2C=CC=CC=2)([P](C2C=CC=CC=2)(C2C=CC=CC=2)C2C=CC=CC=2)[P](C2C=CC=CC=2)(C2C=CC=CC=2)C2C=CC=CC=2)(C2C=CC=CC=2)C2C=CC=CC=2)=CC=1. The product is [Br:8][C:6]1[CH:7]=[C:2]([C:17]2[CH:22]=[CH:21][N:20]=[C:19]([NH:23][C:24](=[O:26])[CH3:25])[CH:18]=2)[CH:3]=[N:4][CH:5]=1. The yield is 0.410. (2) The reactants are [Cl:1][C:2]1[N:3]=[C:4](Cl)[C:5]2[NH:10][N:9]=[C:8]([CH:11]([CH3:13])[CH3:12])[C:6]=2[N:7]=1.[CH2:15]([NH2:22])[C:16]1[CH:21]=[CH:20][CH:19]=[CH:18][CH:17]=1. The catalyst is C(O)CCC. The product is [CH2:15]([NH:22][C:4]1[C:5]2[NH:10][N:9]=[C:8]([CH:11]([CH3:13])[CH3:12])[C:6]=2[N:7]=[C:2]([Cl:1])[N:3]=1)[C:16]1[CH:21]=[CH:20][CH:19]=[CH:18][CH:17]=1. The yield is 0.960. (3) The product is [CH3:32][O:33][CH2:34][CH:35]([O:12][C:5]1[CH:6]=[CH:7][CH:8]=[C:9]2[C:4]=1[N:3]=[C:2]([CH3:1])[CH:11]=[CH:10]2)[CH2:36][O:37][CH3:38]. The yield is 0.892. The catalyst is C1COCC1.C(OCC)(=O)C.O. The reactants are [CH3:1][C:2]1[CH:11]=[CH:10][C:9]2[C:4](=[C:5]([OH:12])[CH:6]=[CH:7][CH:8]=2)[N:3]=1.C1C=CC(P(C2C=CC=CC=2)C2C=CC=CC=2)=CC=1.[CH3:32][O:33][CH2:34][CH:35](O)[CH2:36][O:37][CH3:38].CC(OC(/N=N/C(OC(C)C)=O)=O)C.Cl. (4) The reactants are [OH:1][CH2:2][CH2:3][N:4]1[CH2:9][CH2:8][N:7]([C:10]2[CH:15]=[CH:14][C:13]([NH:16][C:17]3[N:22]=[CH:21][C:20]([CH2:23][CH2:24][C:25]4[CH:26]=[C:27]([CH:31]=[C:32]([O:34][CH3:35])[CH:33]=4)[C:28]([OH:30])=O)=[CH:19][N:18]=3)=[CH:12][CH:11]=2)[CH2:6][CH2:5]1.[CH3:36][O:37][NH2:38].CN(C(ON1N=NC2C=CC=NC1=2)=[N+](C)C)C.F[P-](F)(F)(F)(F)F.CCN(C(C)C)C(C)C. The catalyst is CN(C=O)C. The product is [OH:1][CH2:2][CH2:3][N:4]1[CH2:9][CH2:8][N:7]([C:10]2[CH:11]=[CH:12][C:13]([NH:16][C:17]3[N:18]=[CH:19][C:20]([CH2:23][CH2:24][C:25]4[CH:26]=[C:27]([CH:31]=[C:32]([O:34][CH3:35])[CH:33]=4)[C:28]([NH:38][O:37][CH3:36])=[O:30])=[CH:21][N:22]=3)=[CH:14][CH:15]=2)[CH2:6][CH2:5]1. The yield is 0.808. (5) The reactants are [F:1][C:2]1[CH:7]=[C:6]([F:8])[CH:5]=[CH:4][C:3]=1[N:9]1[C:13]([C:14]2[S:23][C:22]3[C:21]4[N:24]=[C:25]([N:28]5[CH2:33][CH2:32][NH:31][CH2:30][CH2:29]5)[CH:26]=[CH:27][C:20]=4[O:19][CH2:18][CH2:17][C:16]=3[CH:15]=2)=[N:12][CH:11]=[N:10]1.CN(C(ON1N=NC2C=[CH:46][CH:47]=NC1=2)=[N+](C)C)C.F[P-](F)(F)(F)(F)F.CCN(C(C)C)C(C)C.[OH-:67].[Na+].CN([CH:72]=[O:73])C. The catalyst is C1COCC1.O. The product is [F:1][C:2]1[CH:7]=[C:6]([F:8])[CH:5]=[CH:4][C:3]=1[N:9]1[C:13]([C:14]2[S:23][C:22]3[C:21]4[N:24]=[C:25]([N:28]5[CH2:29][CH2:30][N:31]([C:72](=[O:73])[C@@H:46]([OH:67])[CH3:47])[CH2:32][CH2:33]5)[CH:26]=[CH:27][C:20]=4[O:19][CH2:18][CH2:17][C:16]=3[CH:15]=2)=[N:12][CH:11]=[N:10]1. The yield is 0.400.